The task is: Predict the reactants needed to synthesize the given product.. This data is from Full USPTO retrosynthesis dataset with 1.9M reactions from patents (1976-2016). (1) Given the product [Cl:37][C:25]1[C:12]2[N:13]=[C:14]([NH:16][C:17]3[CH:24]=[CH:23][C:20]([C:21]#[N:22])=[CH:19][CH:18]=3)[N:15]=[C:10]([O:9][C:2]3[C:1]([CH3:29])=[CH:6][C:5]([CH3:7])=[CH:4][C:3]=3[CH3:8])[C:11]=2[N:27]([CH3:28])[CH:26]=1, predict the reactants needed to synthesize it. The reactants are: [C:1]1([CH3:29])[CH:6]=[C:5]([CH3:7])[CH:4]=[C:3]([CH3:8])[C:2]=1[O:9][C:10]1[C:11]2[N:27]([CH3:28])[CH:26]=[CH:25][C:12]=2[N:13]=[C:14]([NH:16][C:17]2[CH:24]=[CH:23][C:20]([C:21]#[N:22])=[CH:19][CH:18]=2)[N:15]=1.C1C(=O)N([Cl:37])C(=O)C1. (2) Given the product [NH3:1].[CH2:37]([O:44][C:45]1[CH:46]=[CH:47][C:48]([C@@H:56]([O:59][Si:60]([C:63]([CH3:64])([CH3:66])[CH3:65])([CH3:62])[CH3:61])[CH2:57][NH:1][CH2:2][CH2:3][CH2:4][CH2:5][CH2:6][CH2:7][CH2:8][CH2:9][CH2:10][N:11]2[CH2:12][CH2:13][CH:14]([CH2:17][N:18]3[CH:22]=[N:21][C:20]([C@:23]([CH:31]4[CH2:32][CH2:33][CH2:34][CH2:35][CH2:36]4)([OH:24])[C:25]4[CH:30]=[CH:29][CH:28]=[CH:27][CH:26]=4)=[N:19]3)[CH2:15][CH2:16]2)=[C:49]2[C:54]=1[NH:53][C:52](=[O:55])[CH:51]=[CH:50]2)[C:38]1[CH:39]=[CH:40][CH:41]=[CH:42][CH:43]=1, predict the reactants needed to synthesize it. The reactants are: [NH2:1][CH2:2][CH2:3][CH2:4][CH2:5][CH2:6][CH2:7][CH2:8][CH2:9][CH2:10][N:11]1[CH2:16][CH2:15][CH:14]([CH2:17][N:18]2[CH:22]=[N:21][C:20]([C@@:23]([CH:31]3[CH2:36][CH2:35][CH2:34][CH2:33][CH2:32]3)([C:25]3[CH:30]=[CH:29][CH:28]=[CH:27][CH:26]=3)[OH:24])=[N:19]2)[CH2:13][CH2:12]1.[CH2:37]([O:44][C:45]1[CH:46]=[CH:47][C:48]([C@@H:56]([O:59][Si:60]([C:63]([CH3:66])([CH3:65])[CH3:64])([CH3:62])[CH3:61])[CH2:57]Br)=[C:49]2[C:54]=1[NH:53][C:52](=[O:55])[CH:51]=[CH:50]2)[C:38]1[CH:43]=[CH:42][CH:41]=[CH:40][CH:39]=1.C(=O)([O-])O.[Na+]. (3) Given the product [F:1][C:2]1[CH:10]=[CH:9][C:5]([C:6]([NH:16][C@H:15]([CH2:17][CH:18]([CH3:20])[CH3:19])[C:14]([O:13][CH3:12])=[O:21])=[O:8])=[CH:4][C:3]=1[CH3:11], predict the reactants needed to synthesize it. The reactants are: [F:1][C:2]1[CH:10]=[CH:9][C:5]([C:6]([OH:8])=O)=[CH:4][C:3]=1[CH3:11].[CH3:12][O:13][C:14](=[O:21])[C@@H:15]([CH2:17][CH:18]([CH3:20])[CH3:19])[NH2:16]. (4) Given the product [CH2:6]([O:13][C:14]1[N:15]=[CH:16][C:17]([CH2:20][C:21]2[CH:26]=[C:25]([C:27]3[CH:28]=[CH:29][C:30]([NH2:33])=[N:31][CH:32]=3)[O:23][N:22]=2)=[CH:18][CH:19]=1)[C:7]1[CH:12]=[CH:11][CH:10]=[CH:9][CH:8]=1, predict the reactants needed to synthesize it. The reactants are: O1CCCC1.[CH2:6]([O:13][C:14]1[CH:19]=[CH:18][C:17]([CH2:20][C:21](Cl)=[N:22][OH:23])=[CH:16][N:15]=1)[C:7]1[CH:12]=[CH:11][CH:10]=[CH:9][CH:8]=1.[C:25]([C:27]1[CH:28]=[CH:29][C:30]([NH2:33])=[N:31][CH:32]=1)#[CH:26].C(N(CC)CC)C. (5) The reactants are: [NH2:1][C:2]1[CH:7]=[C:6]([O:8][C:9]2[CH:14]=[CH:13][N:12]=[C:11]([NH:15][CH3:16])N=2)[CH:5]=[CH:4][C:3]=1[OH:17].[Cl:18][C:19]1[CH:32]=[CH:31][C:30]([N:33]=[C:34]=S)=[CH:29][C:20]=1[CH2:21][N:22]1[CH2:27][CH2:26][N:25]([CH3:28])[CH2:24][CH2:23]1.[CH2:36](Cl)CCl. Given the product [Cl:18][C:19]1[CH:32]=[CH:31][C:30]([NH:33][C:34]2[O:17][C:3]3[CH:4]=[CH:5][C:6]([O:8][C:9]4[CH:14]=[CH:13][N:12]=[C:11]([NH:15][CH3:16])[CH:36]=4)=[CH:7][C:2]=3[N:1]=2)=[CH:29][C:20]=1[CH2:21][N:22]1[CH2:27][CH2:26][N:25]([CH3:28])[CH2:24][CH2:23]1, predict the reactants needed to synthesize it. (6) Given the product [N:28]1[CH:33]=[CH:32][CH:31]=[CH:30][C:29]=1[S:34][C:35]1[CH:36]=[C:37]([O:42][C:43]2[C:44]([CH3:50])=[N:45][N:46]([CH3:49])[C:47]=2[CH3:48])[C:38]([NH:41][C:19]2[S:18][N:8]=[C:7]([C@H:5]3[C:4]([CH3:15])([CH3:16])[O:3][C:2]([CH3:1])([CH3:17])[O:6]3)[N:20]=2)=[N:39][CH:40]=1, predict the reactants needed to synthesize it. The reactants are: [CH3:1][C:2]1([CH3:17])[O:6][C@@H:5]([C:7](Cl)=[N:8]OS(C)(=O)=O)[C:4]([CH3:16])([CH3:15])[O:3]1.[S-:18][C:19]#[N:20].[Na+].N1C=CC=CC=1.[N:28]1[CH:33]=[CH:32][CH:31]=[CH:30][C:29]=1[S:34][C:35]1[CH:36]=[C:37]([O:42][C:43]2[C:44]([CH3:50])=[N:45][N:46]([CH3:49])[C:47]=2[CH3:48])[C:38]([NH2:41])=[N:39][CH:40]=1.